This data is from Full USPTO retrosynthesis dataset with 1.9M reactions from patents (1976-2016). The task is: Predict the reactants needed to synthesize the given product. (1) Given the product [NH2:8][C@H:12]([C:13]1[NH:54][C:53]2[CH:52]=[CH:51][C:50]([C:55]3[CH:60]=[CH:59][C:58]([C:61]#[N:62])=[CH:57][C:56]=3[F:63])=[CH:49][C:48]=2[N:47]=1)[C@H:11]([OH:10])[CH3:16], predict the reactants needed to synthesize it. The reactants are: C(OC([N:8]1[C@H:12]([C:13](O)=O)[C@@H:11]([CH3:16])[O:10]C1(C)C)=O)(C)(C)C.C1C=CC2N(O)N=NC=2C=1.CN1CCOCC1.CCN=C=NCCCN(C)C.[NH2:47][C:48]1[CH:49]=[C:50]([C:55]2[CH:60]=[CH:59][C:58]([C:61]#[N:62])=[CH:57][C:56]=2[F:63])[CH:51]=[CH:52][C:53]=1[NH2:54]. (2) Given the product [CH2:1]([O:3][C:4]([C:5]1[C:13]2[C:12](=[CH:17][C:16]([O:18][CH3:19])=[CH:15][CH:14]=2)[NH:11][C:6]=1[C:7]([F:10])([F:9])[F:8])=[O:21])[CH3:2], predict the reactants needed to synthesize it. The reactants are: [CH2:1]([O:3][C:4](=[O:21])[CH:5]=[C:6]([NH:11][C:12]1[CH:17]=[C:16]([O:18][CH3:19])[CH:15]=[CH:14][C:13]=1I)[C:7]([F:10])([F:9])[F:8])[CH3:2].C1C=CC(P(C2C=CC=CC=2)C2C=CC=CC=2)=CC=1.C([O-])(O)=O.[Na+].CCOC(C)=O.O.